Dataset: Reaction yield outcomes from USPTO patents with 853,638 reactions. Task: Predict the reaction yield, written as a fraction of the theoretical maximum amount of product (1.0 means a 100% yield; for example, 0.34 means a 34% yield). (1) The reactants are [Br:1][C:2]1[N:7]=[CH:6][C:5]([NH2:8])=[CH:4][CH:3]=1.C(O)(=O)C.[F:13][C:14]1[CH:21]=[CH:20][CH:19]=[C:18]([F:22])[C:15]=1[CH:16]=O.C([BH3-])#N.[Na+]. The catalyst is CO. The product is [Br:1][C:2]1[N:7]=[CH:6][C:5]([NH:8][CH2:16][C:15]2[C:14]([F:13])=[CH:21][CH:20]=[CH:19][C:18]=2[F:22])=[CH:4][CH:3]=1. The yield is 0.230. (2) The reactants are [Br:1][C:2]1[CH:10]=[CH:9][CH:8]=[CH:7][C:3]=1[C:4]([OH:6])=O.[NH2:11][C:12]1[CH:17]=[CH:16][CH:15]=[CH:14][C:13]=1/[CH:18]=[CH:19]/[C:20]([O:22][CH3:23])=[O:21].CCN(CC)CC.C(Cl)Cl. The catalyst is ClCCCl.[Cl-].[Na+].O. The product is [Br:1][C:2]1[CH:10]=[CH:9][CH:8]=[CH:7][C:3]=1[C:4]([NH:11][C:12]1[CH:17]=[CH:16][CH:15]=[CH:14][C:13]=1/[CH:18]=[CH:19]/[C:20]([O:22][CH3:23])=[O:21])=[O:6]. The yield is 0.700. (3) The reactants are [CH3:1][C:2]1([CH3:30])[C:10]2[CH:9]=[C:8]3[O:11][CH2:12][O:13][C:7]3=[CH:6][C:5]=2[C:4](=[O:14])[N:3]1[CH2:15][CH2:16][CH:17]1[CH2:22][CH2:21][N:20](C(OC(C)(C)C)=O)[CH2:19][CH2:18]1.C(O)C.[ClH:34]. The catalyst is C(OCC)(=O)C. The product is [ClH:34].[CH3:1][C:2]1([CH3:30])[C:10]2[CH:9]=[C:8]3[O:11][CH2:12][O:13][C:7]3=[CH:6][C:5]=2[C:4](=[O:14])[N:3]1[CH2:15][CH2:16][CH:17]1[CH2:22][CH2:21][NH:20][CH2:19][CH2:18]1. The yield is 0.710. (4) The yield is 0.961. The product is [CH3:1][O:2][C:3](=[O:14])[C@@H:4]([CH3:13])[N:5]([C:6]1[CH:11]=[CH:10][C:9]([Cl:12])=[CH:8][CH:7]=1)[S:16]([CH3:15])(=[O:18])=[O:17]. The reactants are [CH3:1][O:2][C:3](=[O:14])[C@@H:4]([CH3:13])[NH:5][C:6]1[CH:11]=[CH:10][C:9]([Cl:12])=[CH:8][CH:7]=1.[CH3:15][S:16](Cl)(=[O:18])=[O:17]. The catalyst is C(Cl)Cl.